Dataset: Peptide-MHC class II binding affinity with 134,281 pairs from IEDB. Task: Regression. Given a peptide amino acid sequence and an MHC pseudo amino acid sequence, predict their binding affinity value. This is MHC class II binding data. (1) The peptide sequence is YASVEAANASPLQVA. The MHC is DRB1_1302 with pseudo-sequence DRB1_1302. The binding affinity (normalized) is 0.510. (2) The peptide sequence is DQEVPEKPDSVTPMIL. The MHC is DRB4_0101 with pseudo-sequence DRB4_0103. The binding affinity (normalized) is 0.178.